Task: Regression. Given two drug SMILES strings and cell line genomic features, predict the synergy score measuring deviation from expected non-interaction effect.. Dataset: NCI-60 drug combinations with 297,098 pairs across 59 cell lines (1) Drug 1: CCC1(CC2CC(C3=C(CCN(C2)C1)C4=CC=CC=C4N3)(C5=C(C=C6C(=C5)C78CCN9C7C(C=CC9)(C(C(C8N6C=O)(C(=O)OC)O)OC(=O)C)CC)OC)C(=O)OC)O.OS(=O)(=O)O. Drug 2: CC(C)CN1C=NC2=C1C3=CC=CC=C3N=C2N. Cell line: NCI-H460. Synergy scores: CSS=24.5, Synergy_ZIP=9.12, Synergy_Bliss=10.6, Synergy_Loewe=2.80, Synergy_HSA=9.41. (2) Drug 1: CCC1=CC2CC(C3=C(CN(C2)C1)C4=CC=CC=C4N3)(C5=C(C=C6C(=C5)C78CCN9C7C(C=CC9)(C(C(C8N6C)(C(=O)OC)O)OC(=O)C)CC)OC)C(=O)OC.C(C(C(=O)O)O)(C(=O)O)O. Drug 2: CC1=C(C=C(C=C1)NC(=O)C2=CC=C(C=C2)CN3CCN(CC3)C)NC4=NC=CC(=N4)C5=CN=CC=C5. Cell line: NCI-H522. Synergy scores: CSS=64.0, Synergy_ZIP=5.73, Synergy_Bliss=6.57, Synergy_Loewe=-24.1, Synergy_HSA=6.36. (3) Drug 1: CN1C(=O)N2C=NC(=C2N=N1)C(=O)N. Cell line: SR. Drug 2: C1=NC2=C(N1)C(=S)N=CN2. Synergy scores: CSS=64.8, Synergy_ZIP=-1.12, Synergy_Bliss=0.788, Synergy_Loewe=-16.9, Synergy_HSA=3.11.